This data is from HIV replication inhibition screening data with 41,000+ compounds from the AIDS Antiviral Screen. The task is: Binary Classification. Given a drug SMILES string, predict its activity (active/inactive) in a high-throughput screening assay against a specified biological target. The compound is Cc1c(C2Cc3ccccc3N2C(=O)C=CC(=O)O)c2ccccc2n1C. The result is 0 (inactive).